Dataset: Catalyst prediction with 721,799 reactions and 888 catalyst types from USPTO. Task: Predict which catalyst facilitates the given reaction. Reactant: C(O[CH2:5][C:6]1[NH:11][C:10]2[N:12]([CH3:16])[NH:13][C:14](=[O:15])[C:9]=2[CH:8]([C:17]2[CH:22]=[CH:21][C:20]([F:23])=[C:19]([Br:24])[CH:18]=2)[C:7]=1[C:25]([O:27]CC)=[O:26])(=O)C.C(=O)([O-])[O-].[K+].[K+]. Product: [Br:24][C:19]1[CH:18]=[C:17]([CH:8]2[C:9]3[C:14](=[O:15])[NH:13][N:12]([CH3:16])[C:10]=3[NH:11][C:6]3[CH2:5][O:26][C:25](=[O:27])[C:7]2=3)[CH:22]=[CH:21][C:20]=1[F:23]. The catalyst class is: 5.